From a dataset of Forward reaction prediction with 1.9M reactions from USPTO patents (1976-2016). Predict the product of the given reaction. (1) The product is: [NH2:25][C:13]1[C:12]([CH2:10][OH:9])=[CH:17][N:16]=[C:15]([N:18]2[CH2:23][CH2:22][N:21]([CH3:24])[CH2:20][CH2:19]2)[N:14]=1. Given the reactants [H-].[Al+3].[Li+].[H-].[H-].[H-].C([O:9][C:10]([C:12]1[C:13]([NH2:25])=[N:14][C:15]([N:18]2[CH2:23][CH2:22][N:21]([CH3:24])[CH2:20][CH2:19]2)=[N:16][CH:17]=1)=O)C, predict the reaction product. (2) Given the reactants [CH2:1]([N:8]1[CH:13]([CH2:14][O:15][CH:16]([F:18])[F:17])[CH2:12][O:11][C:10]([CH2:20][CH2:21][OH:22])([CH3:19])[C:9]1=O)[C:2]1[CH:7]=[CH:6][CH:5]=[CH:4][CH:3]=1.CO, predict the reaction product. The product is: [CH2:1]([N:8]1[CH:13]([CH2:14][O:15][CH:16]([F:17])[F:18])[CH2:12][O:11][C:10]([CH2:20][CH2:21][OH:22])([CH3:19])[CH2:9]1)[C:2]1[CH:7]=[CH:6][CH:5]=[CH:4][CH:3]=1. (3) The product is: [NH2:14][C:15]1[N:16]=[C:17]2[C:23]([C:24](=[O:29])[C:25]([CH3:26])([CH3:27])[CH3:28])=[CH:22][N:21]([CH2:30][O:31][CH2:32][CH2:33][Si:34]([CH3:35])([CH3:37])[CH3:36])[C:18]2=[N:19][CH:20]=1. Given the reactants C(=[N:14][C:15]1[N:16]=[C:17]2[C:23]([C:24](=[O:29])[C:25]([CH3:28])([CH3:27])[CH3:26])=[CH:22][N:21]([CH2:30][O:31][CH2:32][CH2:33][Si:34]([CH3:37])([CH3:36])[CH3:35])[C:18]2=[N:19][CH:20]=1)(C1C=CC=CC=1)C1C=CC=CC=1.C([O-])(=O)C.[Na+].Cl.NO, predict the reaction product. (4) The product is: [CH3:13][O:12][C:5]1[CH:6]=[C:7]([CH:10]=[CH:11][C:4]=1[N:17]1[N:18]=[N:19][C:15]([CH3:14])=[N:16]1)[CH:8]=[O:9]. Given the reactants [OH-].[Na+].F[C:4]1[CH:11]=[CH:10][C:7]([CH:8]=[O:9])=[CH:6][C:5]=1[O:12][CH3:13].[CH3:14][C:15]1[NH:19][N:18]=[N:17][N:16]=1, predict the reaction product. (5) Given the reactants [C:1]([C:3]1[CH:4]=[C:5]([CH2:10][C:11]([OH:13])=[O:12])[CH:6]=[CH:7][C:8]=1[F:9])#[N:2].Cl.[CH3:15]O, predict the reaction product. The product is: [C:1]([C:3]1[CH:4]=[C:5]([CH2:10][C:11]([O:13][CH3:15])=[O:12])[CH:6]=[CH:7][C:8]=1[F:9])#[N:2].